The task is: Regression. Given two drug SMILES strings and cell line genomic features, predict the synergy score measuring deviation from expected non-interaction effect.. This data is from NCI-60 drug combinations with 297,098 pairs across 59 cell lines. Drug 1: COC1=C(C=C2C(=C1)N=CN=C2NC3=CC(=C(C=C3)F)Cl)OCCCN4CCOCC4. Drug 2: C1=NC2=C(N1)C(=S)N=CN2. Cell line: ACHN. Synergy scores: CSS=49.3, Synergy_ZIP=-2.91, Synergy_Bliss=-3.08, Synergy_Loewe=-2.11, Synergy_HSA=1.23.